This data is from Forward reaction prediction with 1.9M reactions from USPTO patents (1976-2016). The task is: Predict the product of the given reaction. Given the reactants [C:1]([C:5]1[CH:10]=[CH:9][C:8]([C:11](=O)[CH2:12][CH2:13][C:14]([C:16]2[CH:21]=[CH:20][C:19]([C:22]([CH3:25])([CH3:24])[CH3:23])=[CH:18][CH:17]=2)=O)=[CH:7][CH:6]=1)([CH3:4])([CH3:3])[CH3:2].[CH3:27][Si:28]([CH3:37])([CH3:36])[CH2:29][CH2:30][O:31][C:32]([NH:34][NH2:35])=[O:33].C1(C)C=CC(S(O)(=O)=O)=CC=1, predict the reaction product. The product is: [CH3:27][Si:28]([CH3:37])([CH3:36])[CH2:29][CH2:30][O:31][C:32](=[O:33])[NH:34][N:35]1[C:11]([C:8]2[CH:9]=[CH:10][C:5]([C:1]([CH3:4])([CH3:3])[CH3:2])=[CH:6][CH:7]=2)=[CH:12][CH:13]=[C:14]1[C:16]1[CH:21]=[CH:20][C:19]([C:22]([CH3:25])([CH3:24])[CH3:23])=[CH:18][CH:17]=1.